This data is from Reaction yield outcomes from USPTO patents with 853,638 reactions. The task is: Predict the reaction yield, written as a fraction of the theoretical maximum amount of product (1.0 means a 100% yield; for example, 0.34 means a 34% yield). (1) The reactants are CO[C:3]([CH:5]1[CH2:7][N:6]1[CH:8]([C:10]1[C:19]2[C:14](=[CH:15][CH:16]=[CH:17][CH:18]=2)[CH:13]=[CH:12][CH:11]=1)[CH3:9])=[O:4].O([Si](C)(C)C)[K].CC(C)(C)C(Cl)=O.[CH2:33]([NH:37][CH2:38][CH2:39][C:40]1[CH:45]=[CH:44][CH:43]=[CH:42][CH:41]=1)[CH2:34][CH:35]=[CH2:36].C(=O)(O)[O-].[Na+]. The catalyst is C1COCC1. The product is [CH2:33]([N:37]([CH2:38][CH2:39][C:40]1[CH:41]=[CH:42][CH:43]=[CH:44][CH:45]=1)[C:3]([CH:5]1[CH2:7][N:6]1[CH:8]([C:10]1[C:19]2[C:14](=[CH:15][CH:16]=[CH:17][CH:18]=2)[CH:13]=[CH:12][CH:11]=1)[CH3:9])=[O:4])[CH2:34][CH:35]=[CH2:36]. The yield is 0.760. (2) The reactants are [F:1][C:2]([F:9])([F:8])/[CH:3]=[CH:4]/[C:5]([OH:7])=[O:6].[CH3:10][S-:11].[Na+]. The catalyst is CO. The product is [F:1][C:2]([F:9])([F:8])[CH:3]([S:11][CH3:10])[CH2:4][C:5]([OH:7])=[O:6]. The yield is 0.990. (3) The reactants are [CH3:1][N:2]1[C:6]2=[C:7]3[C:13]([C:14]#[N:15])=[CH:12][N:11](S(C4C=CC(C)=CC=4)(=O)=O)[C:8]3=[N:9][CH:10]=[C:5]2[CH:4]=[N:3]1.C1C(=O)N([Br:33])C(=O)C1.CN(C=O)C. The catalyst is O. The product is [Br:33][C:12]1[NH:11][C:8]2=[N:9][CH:10]=[C:5]3[CH:4]=[N:3][N:2]([CH3:1])[C:6]3=[C:7]2[C:13]=1[C:14]#[N:15]. The yield is 0.430. (4) The reactants are [NH2:1][C:2]1[CH:7]=[C:6]([C:8]2[C:9]([C:20]3[CH:25]=[CH:24][CH:23]=[CH:22][C:21]=3[F:26])=[N:10][N:11]([C:13]3[CH2:18][CH2:17][C:16](=[O:19])[NH:15][N:14]=3)[CH:12]=2)[CH:5]=[CH:4][N:3]=1.[CH:27]1([C:30](Cl)=[O:31])[CH2:29][CH2:28]1. No catalyst specified. The product is [CH:27]1([C:30]([NH:1][C:2]2[CH:7]=[C:6]([C:8]3[C:9]([C:20]4[CH:25]=[CH:24][CH:23]=[CH:22][C:21]=4[F:26])=[N:10][N:11]([C:13]4[CH2:18][CH2:17][C:16](=[O:19])[NH:15][N:14]=4)[CH:12]=3)[CH:5]=[CH:4][N:3]=2)=[O:31])[CH2:29][CH2:28]1. The yield is 0.700. (5) The reactants are [C:1]([O:5][C@@H:6]([C:12]1[C:13]([CH3:36])=[N:14][C:15]2[N:16]([N:19]=[C:20]([C:22](=[O:35])[NH:23][CH2:24][C:25](=[O:34])[CH2:26][C:27]3[CH:32]=[CH:31][C:30]([F:33])=[CH:29][CH:28]=3)[CH:21]=2)[C:17]=1I)[C:7]([O:9][CH2:10][CH3:11])=[O:8])([CH3:4])([CH3:3])[CH3:2].[C:37]1([C:43]2([OH:49])[CH2:48][CH2:47][NH:46][CH2:45][CH2:44]2)[CH:42]=[CH:41][CH:40]=[CH:39][CH:38]=1.CCN(C(C)C)C(C)C. The catalyst is CN1C(=O)CCC1.O. The product is [C:1]([O:5][C@@H:6]([C:12]1[C:13]([CH3:36])=[N:14][C:15]2[N:16]([N:19]=[C:20]([C:22](=[O:35])[NH:23][CH2:24][C:25](=[O:34])[CH2:26][C:27]3[CH:32]=[CH:31][C:30]([F:33])=[CH:29][CH:28]=3)[CH:21]=2)[C:17]=1[N:46]1[CH2:47][CH2:48][C:43]([OH:49])([C:37]2[CH:38]=[CH:39][CH:40]=[CH:41][CH:42]=2)[CH2:44][CH2:45]1)[C:7]([O:9][CH2:10][CH3:11])=[O:8])([CH3:4])([CH3:3])[CH3:2]. The yield is 0.770. (6) The reactants are C(NC(C)C)(C)C.C([Li])CCC.[Li].[CH3:14][C:15]1([CH3:22])[CH2:20][CH2:19][C:18](=[O:21])[CH:17]=[CH:16]1.[CH2:23]=[O:24].Cl. The catalyst is O1CCCC1.CCCCCC. The product is [CH3:14][C:15]1([CH3:22])[CH2:20][CH:19]([CH2:23][OH:24])[C:18](=[O:21])[CH:17]=[CH:16]1. The yield is 0.680. (7) The reactants are [NH2:1][C:2]([C@@H:4]1[CH2:8][CH2:7][CH2:6][N:5]1[CH2:9][C:10]1[C:18]2[C:13](=[CH:14][N:15]=[C:16]([C:19]([O:21]C)=O)[CH:17]=2)[N:12]([CH2:23][C:24]2[CH:29]=[CH:28][C:27]([F:30])=[CH:26][CH:25]=2)[CH:11]=1)=[O:3].[OH-:31].[Na+].[NH2:33]O. The catalyst is CO. The product is [NH2:1][C:2]([C@@H:4]1[CH2:8][CH2:7][CH2:6][N:5]1[CH2:9][C:10]1[C:18]2[C:13](=[CH:14][N:15]=[C:16]([C:19]([NH:33][OH:31])=[O:21])[CH:17]=2)[N:12]([CH2:23][C:24]2[CH:29]=[CH:28][C:27]([F:30])=[CH:26][CH:25]=2)[CH:11]=1)=[O:3]. The yield is 0.150.